Dataset: Forward reaction prediction with 1.9M reactions from USPTO patents (1976-2016). Task: Predict the product of the given reaction. (1) Given the reactants [NH:1]1[C:5]2[CH:6]=[CH:7][CH:8]=[CH:9][C:4]=2[N:3]=[C:2]1[N:10]([CH2:21][C:22]1[CH:31]=[CH:30][C:25]([C:26]([O:28]C)=[O:27])=[CH:24][CH:23]=1)[CH:11]1[CH2:16][CH2:15][CH:14]([C:17]([CH3:20])([CH3:19])[CH3:18])[CH2:13][CH2:12]1.[Li+].[OH-], predict the reaction product. The product is: [NH:1]1[C:5]2[CH:6]=[CH:7][CH:8]=[CH:9][C:4]=2[N:3]=[C:2]1[N:10]([CH2:21][C:22]1[CH:31]=[CH:30][C:25]([C:26]([OH:28])=[O:27])=[CH:24][CH:23]=1)[CH:11]1[CH2:16][CH2:15][CH:14]([C:17]([CH3:18])([CH3:19])[CH3:20])[CH2:13][CH2:12]1. (2) Given the reactants [Br:1][C:2]1[CH:28]=[CH:27][C:5]([O:6][C:7]2[C:8]3[CH:24]=[CH:23][C:22]([O:25][CH3:26])=[CH:21][C:9]=3[S:10](=O)[C:11]=2[C:12]2[CH:17]=[CH:16][C:15]([O:18][CH3:19])=[CH:14][CH:13]=2)=[CH:4][CH:3]=1.[H-].[H-].[H-].[H-].[Li+].[Al+3].OS([O-])(=O)=O.[Na+], predict the reaction product. The product is: [Br:1][C:2]1[CH:28]=[CH:27][C:5]([O:6][C:7]2[C:8]3[CH:24]=[CH:23][C:22]([O:25][CH3:26])=[CH:21][C:9]=3[S:10][C:11]=2[C:12]2[CH:13]=[CH:14][C:15]([O:18][CH3:19])=[CH:16][CH:17]=2)=[CH:4][CH:3]=1. (3) The product is: [CH2:30]([O:29][C:26]1[CH:25]=[CH:24][C:23]([S:20]([C:6]2([C:4]([OH:5])=[O:3])[CH2:11][CH2:10][N:9]([CH2:12][C:13]3[CH:14]=[CH:15][C:16]([CH3:19])=[CH:17][CH:18]=3)[CH2:8][CH2:7]2)(=[O:21])=[O:22])=[CH:28][CH:27]=1)[CH2:31][CH2:32][CH3:33]. Given the reactants C([O:3][C:4]([C:6]1([S:20]([C:23]2[CH:28]=[CH:27][C:26]([O:29][CH2:30][CH2:31][CH2:32][CH3:33])=[CH:25][CH:24]=2)(=[O:22])=[O:21])[CH2:11][CH2:10][N:9]([CH2:12][C:13]2[CH:18]=[CH:17][C:16]([CH3:19])=[CH:15][CH:14]=2)[CH2:8][CH2:7]1)=[O:5])C.CO.[OH-].[Na+], predict the reaction product. (4) The product is: [CH:15]([C:16]1[C:40]([OH:41])=[C:39]([C:45]([F:46])([F:48])[F:47])[CH:38]=[CH:37][C:17]=1[CH2:18][O:19][C:20]1[CH:25]=[CH:24][C:23]([C:26]2[CH:31]=[CH:30][CH:29]=[C:28]([CH2:32][C:33]([O:35][CH3:36])=[O:34])[CH:27]=2)=[CH:22][CH:21]=1)=[O:14]. Given the reactants O.C1(C)C=CC(S(O)(=O)=O)=CC=1.C[O:14][CH:15](OC)[C:16]1[C:40]([O:41]COC)=[C:39]([C:45]([F:48])([F:47])[F:46])[CH:38]=[CH:37][C:17]=1[CH2:18][O:19][C:20]1[CH:25]=[CH:24][C:23]([C:26]2[CH:31]=[CH:30][CH:29]=[C:28]([CH2:32][C:33]([O:35][CH3:36])=[O:34])[CH:27]=2)=[CH:22][CH:21]=1.O, predict the reaction product. (5) Given the reactants [C:1]1([CH2:9][OH:10])[CH:6]=[CH:5][C:4]([CH2:7][OH:8])=[CH:3][CH:2]=1.C(O)(=O)C.Br([O-])(=O)=O.[Na+], predict the reaction product. The product is: [CH:3]1[C:4]([CH:7]=[O:8])=[CH:5][CH:6]=[C:1]([CH:9]=[O:10])[CH:2]=1. (6) Given the reactants [Br:1][C:2]1[C:12](Br)=[C:5]2[C:6]([CH3:11])=[N:7][C:8]([CH3:10])=[CH:9][N:4]2[N:3]=1.C([Mg]Cl)(C)C, predict the reaction product. The product is: [Br:1][C:2]1[CH:12]=[C:5]2[C:6]([CH3:11])=[N:7][C:8]([CH3:10])=[CH:9][N:4]2[N:3]=1.